Dataset: Reaction yield outcomes from USPTO patents with 853,638 reactions. Task: Predict the reaction yield, written as a fraction of the theoretical maximum amount of product (1.0 means a 100% yield; for example, 0.34 means a 34% yield). (1) No catalyst specified. The product is [F:15][C@H:14]1[CH2:13][O:12][CH2:11][C:10]([NH2:16])=[N:9][C@@:8]1([C:6]1[CH:7]=[C:2]([NH:1][CH:22]2[CH2:23][CH2:24][O:19][CH2:20][CH2:21]2)[CH:3]=[CH:4][C:5]=1[F:18])[CH3:17]. The yield is 0.384. The reactants are [NH2:1][C:2]1[CH:3]=[CH:4][C:5]([F:18])=[C:6]([C@:8]2([CH3:17])[C@@H:14]([F:15])[CH2:13][O:12][CH2:11][C:10]([NH2:16])=[N:9]2)[CH:7]=1.[O:19]1[CH2:24][CH2:23][C:22](=O)[CH2:21][CH2:20]1. (2) The reactants are Cl[C:2]1[N:7]=[C:6]([NH:8][C:9]2[CH:10]=[C:11]3[C:15](=[CH:16][CH:17]=2)[NH:14][N:13]=[CH:12]3)[CH:5]=[CH:4][N:3]=1.[F:18][C:19]1[CH:27]=[CH:26][C:25]2[C:21](=[CH:22][NH:23][CH:24]=2)[CH:20]=1.CCN(C(C)C)C(C)C. The catalyst is CN(C=O)C. The product is [F:18][C:19]1[CH:20]=[C:21]2[C:25](=[CH:26][CH:27]=1)[CH2:24][N:23]([C:2]1[N:7]=[C:6]([NH:8][C:9]3[CH:10]=[C:11]4[C:15](=[CH:16][CH:17]=3)[NH:14][N:13]=[CH:12]4)[CH:5]=[CH:4][N:3]=1)[CH2:22]2. The yield is 0.310. (3) The catalyst is O1CCOCC1.O. The yield is 0.800. The product is [CH2:1]([S:3]([C:6]1[CH:11]=[CH:10][C:9]([C:12]2[C:17]([F:18])=[CH:16][CH:15]=[C:14]([C:30]3[C:31]4[N:38]=[CH:37][N:36]([CH:39]([CH3:41])[CH3:40])[C:32]=4[N:33]=[N:34][CH:35]=3)[CH:13]=2)=[C:8]([F:28])[CH:7]=1)(=[O:5])=[O:4])[CH3:2]. The reactants are [CH2:1]([S:3]([C:6]1[CH:11]=[CH:10][C:9]([C:12]2[C:17]([F:18])=[CH:16][CH:15]=[C:14](B3OC(C)(C)C(C)(C)O3)[CH:13]=2)=[C:8]([F:28])[CH:7]=1)(=[O:5])=[O:4])[CH3:2].Cl[C:30]1[C:31]2[N:38]=[CH:37][N:36]([CH:39]([CH3:41])[CH3:40])[C:32]=2[N:33]=[N:34][CH:35]=1.C([O-])([O-])=O.[Na+].[Na+]. (4) The reactants are [Li]CCCC.Br[C:7]1[S:8][CH:9]=[C:10]([Br:12])[N:11]=1.[CH3:13][Si:14](Cl)([CH3:16])[CH3:15]. The catalyst is CCOCC. The product is [Br:12][C:10]1[N:11]=[C:7]([Si:14]([CH3:16])([CH3:15])[CH3:13])[S:8][CH:9]=1. The yield is 0.820. (5) The reactants are [Si:1]([O:18][CH2:19][C@@H:20]1[CH2:25][O:24][CH2:23][CH2:22][N:21]1[C:26]([O:28][C:29]([CH3:32])([CH3:31])[CH3:30])=[O:27])([C:14]([CH3:17])([CH3:16])[CH3:15])([C:8]1[CH:13]=[CH:12][CH:11]=[CH:10][CH:9]=1)[C:2]1[CH:7]=[CH:6][CH:5]=[CH:4][CH:3]=1.OC[C@@H]1COCCN1C(OC(C)(C)C)=O.C([Si](Cl)(C1C=CC=CC=1)C1C=CC=CC=1)(C)(C)C. No catalyst specified. The product is [Si:1]([O:18][CH2:19][C@H:20]1[CH2:25][O:24][CH2:23][CH2:22][N:21]1[C:26]([O:28][C:29]([CH3:32])([CH3:31])[CH3:30])=[O:27])([C:14]([CH3:16])([CH3:17])[CH3:15])([C:8]1[CH:9]=[CH:10][CH:11]=[CH:12][CH:13]=1)[C:2]1[CH:7]=[CH:6][CH:5]=[CH:4][CH:3]=1. The yield is 0.950. (6) The reactants are [CH:1](=O)[CH3:2].[Br:4][C:5]1[C:14]([NH:15][CH:16]2[CH2:21][CH2:20][O:19][CH2:18][CH2:17]2)=[CH:13][CH:12]=[CH:11][C:6]=1[C:7]([O:9][CH3:10])=[O:8].[BH-](OC(C)=O)(OC(C)=O)OC(C)=O.[Na+].CC(O)=O. The catalyst is C([O-])(O)=O.[Na+].ClCCCl. The product is [Br:4][C:5]1[C:14]([N:15]([CH2:1][CH3:2])[CH:16]2[CH2:21][CH2:20][O:19][CH2:18][CH2:17]2)=[CH:13][CH:12]=[CH:11][C:6]=1[C:7]([O:9][CH3:10])=[O:8]. The yield is 0.560. (7) The reactants are O[CH:2]([C:16]1[CH:21]=[CH:20][CH:19]=[CH:18][C:17]=1[S:22]([N:25]1[CH2:29][CH2:28][CH2:27][CH2:26]1)(=[O:24])=[O:23])[C:3]1[C:11]2[C:10](=[O:12])[CH2:9][C:8]([CH3:14])([CH3:13])[CH2:7][C:6]=2[NH:5][C:4]=1[CH3:15].FC(F)(F)S(O[Si](C)(C)C)(=O)=O.C([SiH](CC)CC)C.C(=O)(O)[O-].[Na+]. The catalyst is ClCCl. The product is [CH3:15][C:4]1[NH:5][C:6]2[CH2:7][C:8]([CH3:14])([CH3:13])[CH2:9][C:10](=[O:12])[C:11]=2[C:3]=1[CH2:2][C:16]1[CH:21]=[CH:20][CH:19]=[CH:18][C:17]=1[S:22]([N:25]1[CH2:26][CH2:27][CH2:28][CH2:29]1)(=[O:24])=[O:23]. The yield is 0.940.